This data is from Peptide-MHC class II binding affinity with 134,281 pairs from IEDB. The task is: Regression. Given a peptide amino acid sequence and an MHC pseudo amino acid sequence, predict their binding affinity value. This is MHC class II binding data. (1) The peptide sequence is IVQINGRHFDLRAQG. The MHC is DRB1_0802 with pseudo-sequence DRB1_0802. The binding affinity (normalized) is 0.579. (2) The peptide sequence is RVKLSALTLKGTSYK. The MHC is DRB1_0901 with pseudo-sequence DRB1_0901. The binding affinity (normalized) is 0.514.